This data is from Catalyst prediction with 721,799 reactions and 888 catalyst types from USPTO. The task is: Predict which catalyst facilitates the given reaction. Reactant: [C:12]([O:11][C:9](O[C:9]([O:11][C:12]([CH3:15])([CH3:14])[CH3:13])=[O:10])=[O:10])([CH3:15])([CH3:14])[CH3:13].[NH2:16][C:17]1[S:18][CH:19]=[C:20]([C:22]2[CH:27]=[CH:26][C:25]([NH2:28])=[CH:24][CH:23]=2)[N:21]=1. Product: [NH2:16][C:17]1[S:18][CH:19]=[C:20]([C:22]2[CH:23]=[CH:24][C:25]([NH:28][C:9]([O:11][C:12]([CH3:13])([CH3:14])[CH3:15])=[O:10])=[CH:26][CH:27]=2)[N:21]=1. The catalyst class is: 5.